Task: Predict the reaction yield, written as a fraction of the theoretical maximum amount of product (1.0 means a 100% yield; for example, 0.34 means a 34% yield).. Dataset: Reaction yield outcomes from USPTO patents with 853,638 reactions (1) The reactants are [O:1]=[C:2]1[CH2:10][C:9]2[C:4](=[CH:5][C:6]([C:11]([C:13]3[CH:14]=[C:15]([NH:19][C:20]([C:22]4[N:23]([CH:27]([CH3:29])[CH3:28])[N:24]=[CH:25][CH:26]=4)=[O:21])[CH:16]=[CH:17][CH:18]=3)=[O:12])=[CH:7][CH:8]=2)[NH:3]1.[CH:30](OCC)=[O:31].[O-]CC.[Na+].Cl. The catalyst is C(O)C. The product is [OH:31][CH:30]=[C:10]1[C:9]2[C:4](=[CH:5][C:6]([C:11]([C:13]3[CH:14]=[C:15]([NH:19][C:20]([C:22]4[N:23]([CH:27]([CH3:29])[CH3:28])[N:24]=[CH:25][CH:26]=4)=[O:21])[CH:16]=[CH:17][CH:18]=3)=[O:12])=[CH:7][CH:8]=2)[NH:3][C:2]1=[O:1]. The yield is 0.830. (2) The reactants are [NH2:1][C:2]1[C:3]([C:17]([NH2:19])=[O:18])=[N:4][C:5]2[C:10]([C:11]=1[C:12]([F:15])([F:14])[F:13])=[CH:9][C:8]([Cl:16])=[CH:7][CH:6]=2.[C:20](CC(=O)C)(=O)[CH3:21]. The catalyst is OS(O)(=O)=O. The product is [Cl:16][C:8]1[CH:7]=[CH:6][C:5]2[N:4]=[C:3]3[C:17](=[O:18])[NH:19][C:20]([CH3:21])=[N:1][C:2]3=[C:11]([C:12]([F:13])([F:15])[F:14])[C:10]=2[CH:9]=1. The yield is 0.550.